From a dataset of Forward reaction prediction with 1.9M reactions from USPTO patents (1976-2016). Predict the product of the given reaction. (1) Given the reactants Br.Br[CH2:3][C:4]([C:6]1[CH:11]=[CH:10][N:9]=[CH:8][C:7]=1[Br:12])=O.[CH3:13][C:14]1[CH:15]=[C:16]([NH:20][C:21]([NH2:23])=[S:22])[CH:17]=[CH:18][CH:19]=1.N, predict the reaction product. The product is: [Br:12][C:7]1[CH:8]=[N:9][CH:10]=[CH:11][C:6]=1[C:4]1[N:23]=[C:21]([NH:20][C:16]2[CH:17]=[CH:18][CH:19]=[C:14]([CH3:13])[CH:15]=2)[S:22][CH:3]=1. (2) Given the reactants [CH3:1][NH:2][CH3:3].Cl[C:5]1[N:10]=[C:9]([N:11]([CH2:14][C:15]2[S:19][C:18]([Cl:20])=[N:17][CH:16]=2)[CH2:12][CH3:13])[C:8]([N+:21]([O-:23])=[O:22])=[CH:7][CH:6]=1.C(=O)([O-])[O-].[K+].[K+], predict the reaction product. The product is: [CH3:1][N:2]([CH3:3])[C:5]1[N:10]=[C:9]([N:11]([CH2:14][C:15]2[S:19][C:18]([Cl:20])=[N:17][CH:16]=2)[CH2:12][CH3:13])[C:8]([N+:21]([O-:23])=[O:22])=[CH:7][CH:6]=1.